This data is from NCI-60 drug combinations with 297,098 pairs across 59 cell lines. The task is: Regression. Given two drug SMILES strings and cell line genomic features, predict the synergy score measuring deviation from expected non-interaction effect. (1) Drug 1: CCCCCOC(=O)NC1=NC(=O)N(C=C1F)C2C(C(C(O2)C)O)O. Drug 2: C1=CN(C=N1)CC(O)(P(=O)(O)O)P(=O)(O)O. Cell line: SW-620. Synergy scores: CSS=3.69, Synergy_ZIP=0.770, Synergy_Bliss=4.15, Synergy_Loewe=2.66, Synergy_HSA=2.63. (2) Drug 1: CC1=C2C(C(=O)C3(C(CC4C(C3C(C(C2(C)C)(CC1OC(=O)C(C(C5=CC=CC=C5)NC(=O)OC(C)(C)C)O)O)OC(=O)C6=CC=CC=C6)(CO4)OC(=O)C)OC)C)OC. Drug 2: CN(C)C1=NC(=NC(=N1)N(C)C)N(C)C. Cell line: EKVX. Synergy scores: CSS=23.3, Synergy_ZIP=2.07, Synergy_Bliss=-0.684, Synergy_Loewe=-57.7, Synergy_HSA=-2.19. (3) Cell line: U251. Synergy scores: CSS=9.65, Synergy_ZIP=-3.47, Synergy_Bliss=1.55, Synergy_Loewe=-0.0495, Synergy_HSA=2.46. Drug 1: CC1=C(C=C(C=C1)NC2=NC=CC(=N2)N(C)C3=CC4=NN(C(=C4C=C3)C)C)S(=O)(=O)N.Cl. Drug 2: C1=CC=C(C(=C1)C(C2=CC=C(C=C2)Cl)C(Cl)Cl)Cl. (4) Drug 1: COC1=C(C=C2C(=C1)N=CN=C2NC3=CC(=C(C=C3)F)Cl)OCCCN4CCOCC4. Drug 2: C1=CN(C(=O)N=C1N)C2C(C(C(O2)CO)O)O.Cl. Cell line: OVCAR-8. Synergy scores: CSS=52.8, Synergy_ZIP=-1.67, Synergy_Bliss=-1.94, Synergy_Loewe=2.09, Synergy_HSA=4.27. (5) Drug 1: CC1=C(C(=CC=C1)Cl)NC(=O)C2=CN=C(S2)NC3=CC(=NC(=N3)C)N4CCN(CC4)CCO. Drug 2: CC(C)(C#N)C1=CC(=CC(=C1)CN2C=NC=N2)C(C)(C)C#N. Cell line: HOP-92. Synergy scores: CSS=5.60, Synergy_ZIP=0.323, Synergy_Bliss=2.35, Synergy_Loewe=-0.269, Synergy_HSA=1.21. (6) Drug 1: C1CN1C2=NC(=NC(=N2)N3CC3)N4CC4. Drug 2: C1CN(P(=O)(OC1)NCCCl)CCCl. Cell line: HOP-92. Synergy scores: CSS=25.4, Synergy_ZIP=-8.53, Synergy_Bliss=-1.05, Synergy_Loewe=-32.9, Synergy_HSA=-2.50. (7) Drug 1: CC1C(C(CC(O1)OC2CC(OC(C2O)C)OC3=CC4=CC5=C(C(=O)C(C(C5)C(C(=O)C(C(C)O)O)OC)OC6CC(C(C(O6)C)O)OC7CC(C(C(O7)C)O)OC8CC(C(C(O8)C)O)(C)O)C(=C4C(=C3C)O)O)O)O. Drug 2: C(=O)(N)NO. Cell line: U251. Synergy scores: CSS=15.2, Synergy_ZIP=8.99, Synergy_Bliss=13.1, Synergy_Loewe=-50.0, Synergy_HSA=5.18. (8) Drug 1: CCC(=C(C1=CC=CC=C1)C2=CC=C(C=C2)OCCN(C)C)C3=CC=CC=C3.C(C(=O)O)C(CC(=O)O)(C(=O)O)O. Drug 2: CN(CCCl)CCCl.Cl. Cell line: EKVX. Synergy scores: CSS=12.7, Synergy_ZIP=-4.14, Synergy_Bliss=-1.81, Synergy_Loewe=-0.871, Synergy_HSA=0.211. (9) Drug 1: CC1=C(C=C(C=C1)C(=O)NC2=CC(=CC(=C2)C(F)(F)F)N3C=C(N=C3)C)NC4=NC=CC(=N4)C5=CN=CC=C5. Drug 2: CC(C)NC(=O)C1=CC=C(C=C1)CNNC.Cl. Cell line: SF-539. Synergy scores: CSS=5.83, Synergy_ZIP=0.362, Synergy_Bliss=-4.73, Synergy_Loewe=-1.23, Synergy_HSA=-1.05.